This data is from Forward reaction prediction with 1.9M reactions from USPTO patents (1976-2016). The task is: Predict the product of the given reaction. Given the reactants [C:1]([C:5]1[CH:10]=[CH:9][C:8]([S:11](/[CH:14]=[CH:15]/[C:16]#[N:17])(=O)=O)=[CH:7][CH:6]=1)([CH3:4])([CH3:3])[CH3:2].C(C1C=CC(S)=CC=1)(C)(C)C.C(N(CC)CC)C.C(Cl)Cl, predict the reaction product. The product is: [C:1]([C:5]1[CH:6]=[CH:7][C:8]([S:11]/[CH:14]=[CH:15]/[C:16]#[N:17])=[CH:9][CH:10]=1)([CH3:4])([CH3:2])[CH3:3].